Dataset: Forward reaction prediction with 1.9M reactions from USPTO patents (1976-2016). Task: Predict the product of the given reaction. (1) Given the reactants [NH2:1][CH2:2][CH:3]([OH:15])[CH2:4][CH2:5][O:6][C:7]1[CH:14]=[CH:13][C:10]([C:11]#[N:12])=[CH:9][CH:8]=1.O.[C:17](O[C:17]([O:19][C:20]([CH3:23])([CH3:22])[CH3:21])=[O:18])([O:19][C:20]([CH3:23])([CH3:22])[CH3:21])=[O:18], predict the reaction product. The product is: [C:11]([C:10]1[CH:13]=[CH:14][C:7]([O:6][CH2:5][CH2:4][CH:3]([OH:15])[CH2:2][NH:1][C:17](=[O:18])[O:19][C:20]([CH3:23])([CH3:22])[CH3:21])=[CH:8][CH:9]=1)#[N:12]. (2) Given the reactants [Br:1][C:2]1[CH:14]=[CH:13][C:5]2[S:6][C:7]([C:10](=[O:12])[CH3:11])=[C:8]([CH3:9])[C:4]=2[CH:3]=1.[CH3:15][N:16]([CH:18](OC)OC)[CH3:17], predict the reaction product. The product is: [Br:1][C:2]1[CH:14]=[CH:13][C:5]2[S:6][C:7]([C:10](=[O:12])/[CH:11]=[CH:15]/[N:16]([CH3:18])[CH3:17])=[C:8]([CH3:9])[C:4]=2[CH:3]=1. (3) Given the reactants O1CCCCC1[N:7]1[CH:11]=[CH:10][C:9]([CH:12]([C:14]2[CH:31]=[CH:30][C:17]3[N:18](COCC[Si](C)(C)C)[C:19](=[O:21])[S:20][C:16]=3[CH:15]=2)[CH3:13])=[N:8]1.FC(F)(F)C(O)=O, predict the reaction product. The product is: [NH:7]1[CH:11]=[CH:10][C:9]([CH:12]([C:14]2[CH:31]=[CH:30][C:17]3[NH:18][C:19](=[O:21])[S:20][C:16]=3[CH:15]=2)[CH3:13])=[N:8]1. (4) Given the reactants C(=O)([O-])[O-].[Cs+].[Cs+].[OH:7][C:8]1[CH:9]=[C:10]([CH:21]=[C:22]([O:24][C@H:25]2[CH2:29][CH2:28][O:27][CH2:26]2)[CH:23]=1)[C:11]([NH:13][C:14]1[CH:19]=[N:18][C:17]([CH3:20])=[CH:16][N:15]=1)=[O:12].Br[C:31]1[CH:32]=[C:33]2[C:38](=[CH:39][CH:40]=1)[C:37](=[O:41])[NH:36][CH2:35][CH2:34]2.CC(C)(C(=O)CC(=O)C(C)(C)C)C, predict the reaction product. The product is: [CH3:20][C:17]1[N:18]=[CH:19][C:14]([NH:13][C:11](=[O:12])[C:10]2[CH:21]=[C:22]([O:24][C@H:25]3[CH2:29][CH2:28][O:27][CH2:26]3)[CH:23]=[C:8]([O:7][C:31]3[CH:32]=[C:33]4[C:38](=[CH:39][CH:40]=3)[C:37](=[O:41])[NH:36][CH2:35][CH2:34]4)[CH:9]=2)=[N:15][CH:16]=1. (5) Given the reactants C([O:3][C:4](=[O:19])[C@@H:5]([O:17][CH3:18])[CH2:6][C:7]1[CH:12]=[CH:11][C:10]([O:13][CH2:14][CH2:15]Br)=[CH:9][CH:8]=1)C.C[O:21][C:22](=[O:30])[C:23]1[CH:28]=[CH:27][CH:26]=[C:25]([OH:29])[CH:24]=1.CO[C@@H](CC1C=CC(OCCCOC2C=CC=CC=2)=CC=1)C(O)=O, predict the reaction product. The product is: [C:4]([C@@H:5]([O:17][CH3:18])[CH2:6][C:7]1[CH:8]=[CH:9][C:10]([O:13][CH2:14][CH2:15][O:29][C:25]2[CH:24]=[C:23]([CH:28]=[CH:27][CH:26]=2)[C:22]([OH:30])=[O:21])=[CH:11][CH:12]=1)([OH:3])=[O:19]. (6) Given the reactants [CH2:1]=[CH:2][CH2:3][CH2:4][CH2:5][CH2:6][CH2:7][CH2:8][CH2:9][CH3:10].B1C2CCCC1CCC2.[CH2:20]([O:27][C:28]1[C:37](=[O:38])[C:36]2[C:31](=[CH:32][C:33](I)=[CH:34][CH:35]=2)[O:30][C:29]=1[C:40]1[CH:45]=[C:44]([O:46][CH3:47])[C:43]([O:48][CH2:49][C:50]2[CH:55]=[CH:54][CH:53]=[CH:52][CH:51]=2)=[C:42]([O:56][CH3:57])[CH:41]=1)[C:21]1[CH:26]=[CH:25][CH:24]=[CH:23][CH:22]=1.C(Cl)Cl, predict the reaction product. The product is: [CH2:20]([O:27][C:28]1[C:37](=[O:38])[C:36]2[C:31](=[CH:32][C:33]([CH2:1][CH2:2][CH2:3][CH2:4][CH2:5][CH2:6][CH2:7][CH2:8][CH2:9][CH3:10])=[CH:34][CH:35]=2)[O:30][C:29]=1[C:40]1[CH:45]=[C:44]([O:46][CH3:47])[C:43]([O:48][CH2:49][C:50]2[CH:55]=[CH:54][CH:53]=[CH:52][CH:51]=2)=[C:42]([O:56][CH3:57])[CH:41]=1)[C:21]1[CH:26]=[CH:25][CH:24]=[CH:23][CH:22]=1. (7) Given the reactants [NH2:1][C@H:2]([C:5]([OH:7])=[O:6])[CH2:3][SH:4].[C:8]([OH:13])(=[O:12])[C:9]([CH3:11])=O, predict the reaction product. The product is: [CH3:11][C:9]1([C:8]([OH:13])=[O:12])[NH:1][CH:2]([C:5]([OH:7])=[O:6])[CH2:3][S:4]1.